Dataset: Forward reaction prediction with 1.9M reactions from USPTO patents (1976-2016). Task: Predict the product of the given reaction. (1) Given the reactants [N+]([O-])([O-])=O.[Nd+3:5].[N+]([O-])([O-])=O.[N+]([O-])([O-])=O.[O:14]([CH2:21][C:22]([OH:24])=[O:23])[C:15]1[CH:20]=[CH:19][CH:18]=[CH:17][CH:16]=1.C(N(CC)CC)C, predict the reaction product. The product is: [Nd:5].[O:14]([CH2:21][C:22]([OH:24])=[O:23])[C:15]1[CH:20]=[CH:19][CH:18]=[CH:17][CH:16]=1. (2) Given the reactants CS(O[CH2:6][CH2:7][C:8]1[CH:13]=[CH:12][C:11]([NH:14][C:15]2[N:24]=[CH:23][C:22]3[CH2:21][C@H:20]([C:25]4[CH:30]=[CH:29][C:28]([Cl:31])=[C:27]([Cl:32])[CH:26]=4)[C:19]4[CH:33]=[CH:34][CH:35]=[CH:36][C:18]=4[C:17]=3[N:16]=2)=[CH:10][CH:9]=1)(=O)=O.[NH:37]1[CH2:42][CH2:41][O:40][CH2:39][CH2:38]1, predict the reaction product. The product is: [Cl:32][C:27]1[CH:26]=[C:25]([C@@H:20]2[C:19]3[CH:33]=[CH:34][CH:35]=[CH:36][C:18]=3[C:17]3[N:16]=[C:15]([NH:14][C:11]4[CH:10]=[CH:9][C:8]([CH2:7][CH2:6][N:37]5[CH2:42][CH2:41][O:40][CH2:39][CH2:38]5)=[CH:13][CH:12]=4)[N:24]=[CH:23][C:22]=3[CH2:21]2)[CH:30]=[CH:29][C:28]=1[Cl:31]. (3) Given the reactants [Cl:1][C:2]1[C:18]([CH3:19])=[C:17]([B:20]2[O:24][C:23]([CH3:26])([CH3:25])[C:22]([CH3:28])([CH3:27])[O:21]2)[CH:16]=[C:15]([O:29][CH3:30])[C:3]=1[O:4][Si](C(C)C)(C(C)C)C(C)C.CCCC[N+](CCCC)(CCCC)CCCC.[F-], predict the reaction product. The product is: [Cl:1][C:2]1[C:18]([CH3:19])=[C:17]([B:20]2[O:24][C:23]([CH3:25])([CH3:26])[C:22]([CH3:27])([CH3:28])[O:21]2)[CH:16]=[C:15]([O:29][CH3:30])[C:3]=1[OH:4]. (4) The product is: [CH3:1][C:2]1[CH:3]=[C:4]([CH:7]=[CH:8][C:9]=1/[CH:10]=[CH:11]/[N:27]1[CH2:28][CH2:29][N:24]([CH2:23][CH2:22][C:19]2[CH:18]=[CH:17][C:16]([N+:13]([O-:15])=[O:14])=[CH:21][CH:20]=2)[CH2:25][CH2:26]1)[C:5]#[N:6]. Given the reactants [CH3:1][C:2]1[CH:3]=[C:4]([CH:7]=[CH:8][C:9]=1[CH2:10][CH:11]=O)[C:5]#[N:6].[N+:13]([C:16]1[CH:21]=[CH:20][C:19]([CH2:22][CH2:23][N:24]2[CH2:29][CH2:28][NH:27][CH2:26][CH2:25]2)=[CH:18][CH:17]=1)([O-:15])=[O:14].[BH-](OC(C)=O)(OC(C)=O)OC(C)=O.[Na+], predict the reaction product. (5) Given the reactants C([N:8]1[CH2:12][C@H:11]([C:13]2[CH:18]=[CH:17][CH:16]=[CH:15][CH:14]=2)[C@@H:10]([CH2:19][OH:20])[CH2:9]1)C1C=CC=CC=1.C([O-])=O.[NH4+].N, predict the reaction product. The product is: [C:13]1([C@H:11]2[CH2:12][NH:8][CH2:9][C@@H:10]2[CH2:19][OH:20])[CH:14]=[CH:15][CH:16]=[CH:17][CH:18]=1.